Dataset: Full USPTO retrosynthesis dataset with 1.9M reactions from patents (1976-2016). Task: Predict the reactants needed to synthesize the given product. (1) Given the product [CH:1]([C:7]1[CH2:8][C:9]2[C:14]([CH:15]=1)=[CH:13][CH:12]=[CH:11][CH:10]=2)([CH3:3])[CH3:2], predict the reactants needed to synthesize it. The reactants are: [CH:1]([Mg]Br)([CH3:3])[CH3:2].Br[C:7]1[CH2:8][C:9]2[C:14]([CH:15]=1)=[CH:13][CH:12]=[CH:11][CH:10]=2.[Cl-].[NH4+]. (2) Given the product [Br:1][C:2]1[CH:21]=[CH:20][C:5]([O:6][C:7]2[N:14]=[C:13]([N:15]([CH2:17][CH2:18][OH:19])[CH3:16])[CH:12]=[CH:11][C:8]=2[C:9]#[N:10])=[CH:4][C:3]=1[CH:22]=[O:23], predict the reactants needed to synthesize it. The reactants are: [Br:1][C:2]1[CH:21]=[CH:20][C:5]([O:6][C:7]2[N:14]=[C:13]([N:15]([CH2:17][CH2:18][OH:19])[CH3:16])[CH:12]=[CH:11][C:8]=2[C:9]#[N:10])=[CH:4][C:3]=1[CH:22]1OCC[O:23]1.Cl.